Dataset: Forward reaction prediction with 1.9M reactions from USPTO patents (1976-2016). Task: Predict the product of the given reaction. (1) Given the reactants [Cl:1][C:2]1[C:11]2[C:6](=[CH:7][CH:8]=[C:9]([CH3:12])[CH:10]=2)[N:5]=[C:4]([N:13]2[CH2:19][C:18]3[CH:20]=[CH:21][C:22]([OH:24])=[CH:23][C:17]=3[S:16](=[O:26])(=[O:25])[CH2:15][CH2:14]2)[CH:3]=1.I[C:28]1[CH:33]=[CH:32][CH:31]=[CH:30][CH:29]=1.Cl.CN(C)CC(O)=O.C(=O)([O-])[O-].[K+].[K+], predict the reaction product. The product is: [Cl:1][C:2]1[C:11]2[C:6](=[CH:7][CH:8]=[C:9]([CH3:12])[CH:10]=2)[N:5]=[C:4]([N:13]2[CH2:19][C:18]3[CH:20]=[CH:21][C:22]([O:24][C:28]4[CH:33]=[CH:32][CH:31]=[CH:30][CH:29]=4)=[CH:23][C:17]=3[S:16](=[O:26])(=[O:25])[CH2:15][CH2:14]2)[CH:3]=1. (2) Given the reactants [CH3:1][S:2]([CH2:5][CH2:6][NH2:7])(=[O:4])=[O:3].Cl[C:9]1[N:14]=[C:13]([C:15]2[S:19][C:18]([CH:20]([CH3:22])[CH3:21])=[N:17][C:16]=2[C:23]2[CH:24]=[C:25]([NH:29][S:30]([C:33]3[O:34][CH:35]=[CH:36][CH:37]=3)(=[O:32])=[O:31])[CH:26]=[CH:27][CH:28]=2)[CH:12]=[CH:11][N:10]=1.C(OCC)C, predict the reaction product. The product is: [CH3:22][CH:20]([C:18]1[S:19][C:15]([C:13]2[CH:12]=[CH:11][N:10]=[C:9]([NH:7][CH2:6][CH2:5][S:2]([CH3:1])(=[O:4])=[O:3])[N:14]=2)=[C:16]([C:23]2[CH:24]=[C:25]([NH:29][S:30]([C:33]3[O:34][CH:35]=[CH:36][CH:37]=3)(=[O:32])=[O:31])[CH:26]=[CH:27][CH:28]=2)[N:17]=1)[CH3:21].